This data is from NCI-60 drug combinations with 297,098 pairs across 59 cell lines. The task is: Regression. Given two drug SMILES strings and cell line genomic features, predict the synergy score measuring deviation from expected non-interaction effect. (1) Drug 1: CCCCC(=O)OCC(=O)C1(CC(C2=C(C1)C(=C3C(=C2O)C(=O)C4=C(C3=O)C=CC=C4OC)O)OC5CC(C(C(O5)C)O)NC(=O)C(F)(F)F)O. Drug 2: C1=CC=C(C=C1)NC(=O)CCCCCCC(=O)NO. Cell line: RPMI-8226. Synergy scores: CSS=87.5, Synergy_ZIP=14.3, Synergy_Bliss=14.3, Synergy_Loewe=14.3, Synergy_HSA=16.8. (2) Drug 1: C1CC(=O)NC(=O)C1N2CC3=C(C2=O)C=CC=C3N. Drug 2: B(C(CC(C)C)NC(=O)C(CC1=CC=CC=C1)NC(=O)C2=NC=CN=C2)(O)O. Cell line: KM12. Synergy scores: CSS=13.5, Synergy_ZIP=-1.88, Synergy_Bliss=-0.903, Synergy_Loewe=2.21, Synergy_HSA=2.21.